This data is from hERG potassium channel inhibition data for cardiac toxicity prediction from Karim et al.. The task is: Regression/Classification. Given a drug SMILES string, predict its toxicity properties. Task type varies by dataset: regression for continuous values (e.g., LD50, hERG inhibition percentage) or binary classification for toxic/non-toxic outcomes (e.g., AMES mutagenicity, cardiotoxicity, hepatotoxicity). Dataset: herg_karim. (1) The drug is N#Cc1ccc(Cn2cncc2C[N+]C2CCN(Cc3cccc(Cl)c3)C2=O)cc1. The result is 1 (blocker). (2) The molecule is N/C1=N/C(=O)[C@@H]2CCCN2c2ccc(cc2)OCCCCCCNCC(=O)Nc2c(Cl)cc(cc2Cl)CN1. The result is 0 (non-blocker). (3) The drug is COC(=O)N(NC(=O)c1c(CN2CCNCC2)c(-c2ccccc2)nc2ccccc12)c1ccccc1. The result is 1 (blocker). (4) The compound is I.O=C1NCC(c2ccccc2)C12CCN(C1(c3ccccc3)CCOCC1)CC2. The result is 0 (non-blocker). (5) The drug is COc1ccccc1S(=O)(=O)NC(=O)N1CCC(N2CCC(Oc3ccc(Cl)c(Cl)c3)CC2)CC1. The result is 0 (non-blocker). (6) The molecule is Cc1cc(-c2ccc3c(c2)CCN(CCCSc2nnc(-c4ccccc4)n2C)CC3)no1. The result is 1 (blocker). (7) The drug is N#Cc1ccc2ccc(=O)n(CCN3CC[C@H](NCc4cc5c(cn4)OCCO5)[C@H](F)C3)c2c1. The result is 0 (non-blocker).